This data is from Forward reaction prediction with 1.9M reactions from USPTO patents (1976-2016). The task is: Predict the product of the given reaction. (1) The product is: [CH3:29][O:30][CH2:31][C@H:32]1[CH2:36][CH2:35][CH2:34][N:33]1[CH2:22][CH2:21][C:19]1[O:20][C:16]2[CH:15]=[CH:14][C:13]([C:11]3[N:12]4[C:4](=[CH:3][CH:2]=[N:1]4)[N:5]=[C:6]4[C:10]=3[CH2:9][CH2:8][CH2:7]4)=[CH:28][C:17]=2[CH:18]=1. Given the reactants [N:1]1[N:12]2[C:4]([N:5]=[C:6]3[C:10](=[C:11]2[C:13]2[CH:14]=[CH:15][C:16]4[O:20][C:19]([CH2:21][CH2:22]OS(C)(=O)=O)=[CH:18][C:17]=4[CH:28]=2)[CH2:9][CH2:8][CH2:7]3)=[CH:3][CH:2]=1.[CH3:29][O:30][CH2:31][C@H:32]1[CH2:36][CH2:35][CH2:34][NH:33]1.C(=O)([O-])[O-].[K+].[K+], predict the reaction product. (2) Given the reactants [C:1]([OH:7])(=[O:6])[CH2:2][C:3]([OH:5])=[O:4].[Cl:8][C:9]1[CH:10]=[C:11]([CH:15]([NH:18][C:19]([C:21]2[NH:22][CH:23]=[C:24]([C:26]3[C:31]([Cl:32])=[CH:30][N:29]=[C:28]([NH:33][CH:34]([CH3:36])[CH3:35])[CH:27]=3)[CH:25]=2)=[O:20])[CH2:16][OH:17])[CH:12]=[CH:13][CH:14]=1, predict the reaction product. The product is: [C:1]([OH:7])(=[O:6])[CH2:2][C:3]([OH:5])=[O:4].[Cl:8][C:9]1[CH:10]=[C:11]([CH:15]([NH:18][C:19]([C:21]2[NH:22][CH:23]=[C:24]([C:26]3[C:31]([Cl:32])=[CH:30][N:29]=[C:28]([NH:33][CH:34]([CH3:36])[CH3:35])[CH:27]=3)[CH:25]=2)=[O:20])[CH2:16][OH:17])[CH:12]=[CH:13][CH:14]=1. (3) Given the reactants [NH2:1][C:2]1[CH:3]=[CH:4][C:5]([F:10])=[C:6]([CH:9]=1)[C:7]#[N:8].[C:11](=O)([O-])[O-:12].[Na+].[Na+].C(Cl)(Cl)=O.C(=O)(OC)N, predict the reaction product. The product is: [F:10][C:5]1[CH:4]=[CH:3][C:2]([N:1]=[C:11]=[O:12])=[CH:9][C:6]=1[C:7]#[N:8]. (4) Given the reactants [CH:1]1([C:7]2[CH:8]=[CH:9][C:10]([O:34][CH3:35])=[C:11]([C:13]3[N:14]=[C:15]([NH:18][C:19]([CH:21]4[CH2:26][CH2:25][N:24](C(OC(C)(C)C)=O)[CH2:23][CH2:22]4)=[O:20])[S:16][CH:17]=3)[CH:12]=2)[CH2:6][CH2:5][CH2:4][CH2:3][CH2:2]1.Cl, predict the reaction product. The product is: [CH:1]1([C:7]2[CH:8]=[CH:9][C:10]([O:34][CH3:35])=[C:11]([C:13]3[N:14]=[C:15]([NH:18][C:19]([CH:21]4[CH2:22][CH2:23][NH:24][CH2:25][CH2:26]4)=[O:20])[S:16][CH:17]=3)[CH:12]=2)[CH2:2][CH2:3][CH2:4][CH2:5][CH2:6]1. (5) Given the reactants CO[C:3](=[O:13])[C:4]1[C:9]([I:10])=[CH:8][CH:7]=[CH:6][C:5]=1[CH2:11]Br.[CH3:14][C:15]1[CH:16]=[C:17]([CH:20]=[CH:21][CH:22]=1)[CH2:18][NH2:19].C([O-])([O-])=O.[K+].[K+].C(OCC)(=O)C, predict the reaction product. The product is: [I:10][C:9]1[CH:8]=[CH:7][CH:6]=[C:5]2[C:4]=1[C:3](=[O:13])[N:19]([CH2:18][C:17]1[CH:20]=[CH:21][CH:22]=[C:15]([CH3:14])[CH:16]=1)[CH2:11]2. (6) Given the reactants Br[C:2]1[C:3]([N:22]2[CH2:26][CH2:25][C@@:24]([OH:28])([CH3:27])[CH2:23]2)=[N:4][CH:5]=[C:6]([CH:21]=1)[C:7]([NH:9][C:10]1[CH:15]=[CH:14][C:13]([O:16][C:17]([F:20])([F:19])[F:18])=[CH:12][CH:11]=1)=[O:8].[N:29]1[CH:34]=[C:33](B(O)O)[CH:32]=[N:31][CH:30]=1.C([O-])([O-])=O.[Na+].[Na+].COCCOC, predict the reaction product. The product is: [OH:28][C@@:24]1([CH3:27])[CH2:25][CH2:26][N:22]([C:3]2[C:2]([C:33]3[CH:34]=[N:29][CH:30]=[N:31][CH:32]=3)=[CH:21][C:6]([C:7]([NH:9][C:10]3[CH:15]=[CH:14][C:13]([O:16][C:17]([F:20])([F:19])[F:18])=[CH:12][CH:11]=3)=[O:8])=[CH:5][N:4]=2)[CH2:23]1. (7) Given the reactants [CH3:1][C:2]1[C:3]([C:25]([F:28])([F:27])[F:26])=[CH:4][C:5]([N+:22]([O-])=O)=[C:6]([NH:8][CH:9]2[CH2:14][CH2:13][N:12]([C:15]([O:17][C:18]([CH3:21])([CH3:20])[CH3:19])=[O:16])[CH2:11][CH2:10]2)[CH:7]=1.O.NN, predict the reaction product. The product is: [NH2:22][C:5]1[CH:4]=[C:3]([C:25]([F:28])([F:27])[F:26])[C:2]([CH3:1])=[CH:7][C:6]=1[NH:8][CH:9]1[CH2:10][CH2:11][N:12]([C:15]([O:17][C:18]([CH3:21])([CH3:20])[CH3:19])=[O:16])[CH2:13][CH2:14]1.